This data is from Full USPTO retrosynthesis dataset with 1.9M reactions from patents (1976-2016). The task is: Predict the reactants needed to synthesize the given product. Given the product [CH3:20][O:19][C:16]1[CH:17]=[CH:18][C:13]([CH:12]=[N:9][NH:8][C:6](=[O:7])[C:5]2[CH:10]=[CH:11][C:2]([OH:1])=[CH:3][CH:4]=2)=[CH:14][CH:15]=1, predict the reactants needed to synthesize it. The reactants are: [OH:1][C:2]1[CH:11]=[CH:10][C:5]([C:6]([NH:8][NH2:9])=[O:7])=[CH:4][CH:3]=1.[CH:12](=O)[C:13]1[CH:18]=[CH:17][C:16]([O:19][CH3:20])=[CH:15][CH:14]=1.